Dataset: Forward reaction prediction with 1.9M reactions from USPTO patents (1976-2016). Task: Predict the product of the given reaction. (1) Given the reactants [CH3:1][O:2][C:3]1[CH:8]=[CH:7][C:6]([S:9]([N:12]2[CH:25]([CH3:26])[C:24]3[C:19](=[CH:20][CH:21]=[CH:22][CH:23]=3)[C:18]3[CH:17]=[CH:16][CH:15]=[CH:14][C:13]2=3)(=[O:11])=[O:10])=[CH:5][CH:4]=1.[Br:27]Br.O.[Cl-].[Na+], predict the reaction product. The product is: [Br:27][C:16]1[CH:15]=[CH:14][C:13]2[N:12]([S:9]([C:6]3[CH:5]=[CH:4][C:3]([O:2][CH3:1])=[CH:8][CH:7]=3)(=[O:11])=[O:10])[CH:25]([CH3:26])[C:24]3[C:19](=[CH:20][CH:21]=[CH:22][CH:23]=3)[C:18]=2[CH:17]=1. (2) Given the reactants [Br:1][C:2]1(Br)[CH2:4][C:3]1(Br)[CH2:5][CH2:6][CH2:7][CH2:8][CH2:9][CH2:10][CH2:11][CH3:12].C[Li].O, predict the reaction product. The product is: [Br:1][C:2]1[CH2:4][C:3]=1[CH2:5][CH2:6][CH2:7][CH2:8][CH2:9][CH2:10][CH2:11][CH3:12]. (3) Given the reactants [C:1]([O:5][C:6]([N:8]1[CH2:13][CH2:12][CH:11]([C:14]([C:16]2[CH:21]=[C:20]([O:22][C:23]([F:26])([F:25])[F:24])[CH:19]=[CH:18][C:17]=2Cl)=[O:15])[CH2:10][CH2:9]1)=[O:7])([CH3:4])([CH3:3])[CH3:2].[CH:28]1(B(O)O)[CH2:30][CH2:29]1.[O-]P([O-])([O-])=O.[K+].[K+].[K+].C1(P(C2CCCCC2)C2CCCCC2)CCCCC1, predict the reaction product. The product is: [C:1]([O:5][C:6]([N:8]1[CH2:13][CH2:12][CH:11]([C:14]([C:16]2[CH:21]=[C:20]([O:22][C:23]([F:26])([F:25])[F:24])[CH:19]=[CH:18][C:17]=2[CH:28]2[CH2:30][CH2:29]2)=[O:15])[CH2:10][CH2:9]1)=[O:7])([CH3:4])([CH3:3])[CH3:2]. (4) Given the reactants [C:1]1([NH:7]O)[CH:6]=[CH:5][CH:4]=[CH:3][CH:2]=1.[NH2:9][C:10]1[CH:15]=[CH:14][CH:13]=[CH:12][CH:11]=1.Cl, predict the reaction product. The product is: [CH:4]1[CH:5]=[CH:6][C:1]([NH:7][C:13]2[CH:14]=[CH:15][C:10]([NH2:9])=[CH:11][CH:12]=2)=[CH:2][CH:3]=1. (5) Given the reactants [CH:1]1([C@H:5]([NH:13][C:14]([C:16]2[C:21]([CH3:22])=[C:20](Br)[C:19](=[O:24])[N:18]([C:25]3[CH:30]=[CH:29][CH:28]=[CH:27][CH:26]=3)[C:17]=2[CH3:31])=[O:15])[C:6]2[CH:11]=[CH:10][CH:9]=[C:8]([F:12])[CH:7]=2)[CH2:4][CH2:3][CH2:2]1.[CH3:32]N(C)P(N(C)C)(N(C)C)=O.C[Sn](C)(C)C, predict the reaction product. The product is: [CH:1]1([C@H:5]([NH:13][C:14]([C:16]2[C:21]([CH3:22])=[C:20]([CH3:32])[C:19](=[O:24])[N:18]([C:25]3[CH:30]=[CH:29][CH:28]=[CH:27][CH:26]=3)[C:17]=2[CH3:31])=[O:15])[C:6]2[CH:11]=[CH:10][CH:9]=[C:8]([F:12])[CH:7]=2)[CH2:4][CH2:3][CH2:2]1. (6) Given the reactants [C:1]([O:4][CH2:5][C:6]([CH3:44])([CH3:43])[CH2:7][N:8]1[C:14]2[CH:15]=[CH:16][C:17]([Cl:19])=[CH:18][C:13]=2[C@@H:12]([C:20]2[CH:25]=[CH:24][CH:23]=[C:22]([O:26][CH3:27])[C:21]=2[O:28][CH3:29])[O:11][C@H:10]([CH2:30][C:31]([S:33][CH:34]([C:39](=O)[CH3:40])[C:35]([O:37][CH3:38])=[O:36])=O)[C:9]1=[O:42])(=[O:3])[CH3:2].C([O-])(=O)C.[NH4+:49].CCCCCC.C(OCC)(=O)C, predict the reaction product. The product is: [C:1]([O:4][CH2:5][C:6]([CH3:43])([CH3:44])[CH2:7][N:8]1[C:14]2[CH:15]=[CH:16][C:17]([Cl:19])=[CH:18][C:13]=2[C@@H:12]([C:20]2[CH:25]=[CH:24][CH:23]=[C:22]([O:26][CH3:27])[C:21]=2[O:28][CH3:29])[O:11][C@H:10]([CH2:30][C:31]2[S:33][C:34]([C:35]([O:37][CH3:38])=[O:36])=[C:39]([CH3:40])[N:49]=2)[C:9]1=[O:42])(=[O:3])[CH3:2].